This data is from Full USPTO retrosynthesis dataset with 1.9M reactions from patents (1976-2016). The task is: Predict the reactants needed to synthesize the given product. The reactants are: [OH:1][C:2]1[CH:7]=[CH:6][C:5]([C:8]2[CH:12]=[C:11]([C:13]([NH2:15])=[O:14])[O:10][N:9]=2)=[CH:4][CH:3]=1.C([O-])([O-])=O.[K+].[K+].[F:22][C:23]([F:34])([F:33])[S:24][C:25]1[CH:32]=[CH:31][CH:30]=[CH:29][C:26]=1[CH2:27]Br.CN(C=O)C. Given the product [F:22][C:23]([S:24][C:25]1[CH:32]=[CH:31][CH:30]=[CH:29][C:26]=1[CH2:27][O:1][C:2]1[CH:3]=[CH:4][C:5]([C:8]2[CH:12]=[C:11]([C:13]([NH2:15])=[O:14])[O:10][N:9]=2)=[CH:6][CH:7]=1)([F:34])[F:33], predict the reactants needed to synthesize it.